Dataset: Peptide-MHC class II binding affinity with 134,281 pairs from IEDB. Task: Regression. Given a peptide amino acid sequence and an MHC pseudo amino acid sequence, predict their binding affinity value. This is MHC class II binding data. (1) The peptide sequence is EKKYFAITQFEPLAA. The MHC is HLA-DPA10201-DPB11401 with pseudo-sequence HLA-DPA10201-DPB11401. The binding affinity (normalized) is 0.888. (2) The peptide sequence is AYKTAEGATPEAKYD. The MHC is DRB1_0701 with pseudo-sequence DRB1_0701. The binding affinity (normalized) is 0.201. (3) The peptide sequence is TDDNEEPIAAYHFDL. The MHC is HLA-DQA10401-DQB10402 with pseudo-sequence HLA-DQA10401-DQB10402. The binding affinity (normalized) is 0.329.